From a dataset of Retrosynthesis with 50K atom-mapped reactions and 10 reaction types from USPTO. Predict the reactants needed to synthesize the given product. (1) Given the product Cc1cc(C2CC2)cnc1N1CCN(C(=O)c2ccc(N3C(=O)CCC3C)cc2N2CCN(C)C2=O)CC1, predict the reactants needed to synthesize it. The reactants are: CC1CCC(=O)N1.Cc1cc(C2CC2)cnc1N1CCN(C(=O)c2ccc(Cl)cc2N2CCN(C)C2=O)CC1. (2) The reactants are: CC(C)(C)OC(=O)COc1ccc(C(C)(C)C)cc1. Given the product CC(C)(C)c1ccc(OCC(=O)O)cc1, predict the reactants needed to synthesize it.